This data is from Forward reaction prediction with 1.9M reactions from USPTO patents (1976-2016). The task is: Predict the product of the given reaction. (1) Given the reactants [F:1][C:2]1[C:10]([O:11][CH:12]([CH3:14])[CH3:13])=[CH:9][C:5]([C:6]([OH:8])=O)=[CH:4][C:3]=1[O:15][CH:16]([CH3:18])[CH3:17].CC[N:21]([CH:25]([CH3:27])[CH3:26])C(C)C.[CH2:28](P1(=O)OP(CCC)(=O)OP(CCC)(=O)O1)CC.ClC1C(OC(CC)CC)=[CH:54][C:50]([C:51]([OH:53])=[O:52])=[CH:49]C=1OCC, predict the reaction product. The product is: [F:1][C:2]1[C:3]([O:15][CH:16]([CH3:18])[CH3:17])=[CH:4][C:5]([C:6]([NH:21][C:25]2[CH:26]=[CH:54][C:50]([C:51]([O:53][CH3:28])=[O:52])=[CH:49][CH:27]=2)=[O:8])=[CH:9][C:10]=1[O:11][CH:12]([CH3:14])[CH3:13]. (2) The product is: [CH3:31][O:30][C:26]1[CH:25]=[C:24]([C:22]2[CH:23]=[C:18]([C:8]3[CH:7]=[C:6]([NH2:5])[N:11]=[C:10]([C:12]4[CH:17]=[CH:16][CH:15]=[CH:14][N:13]=4)[CH:9]=3)[CH:19]=[N:20][CH:21]=2)[CH:29]=[CH:28][CH:27]=1. Given the reactants C([NH:5][C:6]1[N:11]=[C:10]([C:12]2[CH:17]=[CH:16][CH:15]=[CH:14][N:13]=2)[CH:9]=[C:8]([C:18]2[CH:19]=[N:20][CH:21]=[C:22]([C:24]3[CH:29]=[CH:28][CH:27]=[C:26]([O:30][CH3:31])[CH:25]=3)[CH:23]=2)[CH:7]=1)(C)(C)C, predict the reaction product.